Dataset: Forward reaction prediction with 1.9M reactions from USPTO patents (1976-2016). Task: Predict the product of the given reaction. (1) Given the reactants [CH2:1]([N:3]([CH2:41][CH3:42])[C:4]1[CH:9]=[CH:8][C:7]([NH:10][C:11]([C:13]2[CH:14]=[C:15]([CH:19]=[CH:20][CH:21]=2)[C:16]([OH:18])=O)=[O:12])=[C:6]([C:22]2[CH:27]=[C:26]([C:28](=[O:40])[NH:29][C@@H:30]3[C:39]4[C:34](=[CH:35][CH:36]=[CH:37][CH:38]=4)[CH2:33][CH2:32][CH2:31]3)[CH:25]=[CH:24][N:23]=2)[CH:5]=1)[CH3:2].[CH3:43][NH:44][CH2:45][CH2:46][N:47]1[CH2:52][CH2:51][O:50][CH2:49][CH2:48]1.CCN(C(C)C)C(C)C.CN(C(ON1N=NC2C=CC=NC1=2)=[N+](C)C)C.F[P-](F)(F)(F)(F)F, predict the reaction product. The product is: [CH2:41]([N:3]([CH2:1][CH3:2])[C:4]1[CH:9]=[CH:8][C:7]([NH:10][C:11](=[O:12])[C:13]2[CH:21]=[CH:20][CH:19]=[C:15]([C:16]([N:44]([CH3:43])[CH2:45][CH2:46][N:47]3[CH2:52][CH2:51][O:50][CH2:49][CH2:48]3)=[O:18])[CH:14]=2)=[C:6]([C:22]2[CH:27]=[C:26]([C:28](=[O:40])[NH:29][C@@H:30]3[C:39]4[C:34](=[CH:35][CH:36]=[CH:37][CH:38]=4)[CH2:33][CH2:32][CH2:31]3)[CH:25]=[CH:24][N:23]=2)[CH:5]=1)[CH3:42]. (2) Given the reactants [CH3:1][O:2][C:3]1[C:8]([N+:9]([O-])=O)=[CH:7][N:6]=[C:5]([N:12]2[CH2:16][CH2:15][CH2:14][CH2:13]2)[CH:4]=1, predict the reaction product. The product is: [NH2:9][C:8]1[C:3]([O:2][CH3:1])=[CH:4][C:5]([N:12]2[CH2:16][CH2:15][CH2:14][CH2:13]2)=[N:6][CH:7]=1. (3) Given the reactants [Br:1][CH2:2][C:3]1[CH:8]=[CH:7][C:6]([CH2:9][C:10]([OH:12])=[O:11])=[CH:5][CH:4]=1.[CH3:13][Si](Cl)(C)C, predict the reaction product. The product is: [Br:1][CH2:2][C:3]1[CH:4]=[CH:5][C:6]([CH2:9][C:10]([O:12][CH3:13])=[O:11])=[CH:7][CH:8]=1. (4) Given the reactants [CH:1]([NH:3][C:4]1[S:5][CH:6]=[C:7]([CH2:9][C:10]([OH:12])=O)[N:8]=1)=[O:2].C1C=CC2N(O)N=NC=2C=1.CCN=C=NCCCN(C)C.Cl.[NH2:35][C:36]1[CH:41]=[CH:40][C:39]([NH:42][C:43]([C:45]2[C:46]([C:51]3[CH:56]=[CH:55][C:54]([C:57]([F:60])([F:59])[F:58])=[CH:53][CH:52]=3)=[CH:47][CH:48]=[CH:49][CH:50]=2)=[O:44])=[CH:38][CH:37]=1, predict the reaction product. The product is: [CH:1]([NH:3][C:4]1[S:5][CH:6]=[C:7]([CH2:9][C:10]([NH:35][C:36]2[CH:41]=[CH:40][C:39]([NH:42][C:43]([C:45]3[C:46]([C:51]4[CH:56]=[CH:55][C:54]([C:57]([F:58])([F:59])[F:60])=[CH:53][CH:52]=4)=[CH:47][CH:48]=[CH:49][CH:50]=3)=[O:44])=[CH:38][CH:37]=2)=[O:12])[N:8]=1)=[O:2]. (5) Given the reactants [F:1][CH:2]([F:35])[O:3][C:4]1[CH:5]=[C:6]([CH:14]([N:19]2[CH2:27][C:26]3[C:21](=[C:22]([NH:28][C:29]([CH:31]4[CH2:33][CH2:32]4)=[O:30])[CH:23]=[CH:24][CH:25]=3)[C:20]2=[O:34])[CH2:15][C:16](O)=[O:17])[CH:7]=[CH:8][C:9]=1[O:10][CH:11]([F:13])[F:12].[C:36](N1C=CN=C1)([N:38]1C=CN=[CH:39]1)=O.CNC.O, predict the reaction product. The product is: [F:1][CH:2]([F:35])[O:3][C:4]1[CH:5]=[C:6]([CH:14]([N:19]2[C:20](=[O:34])[C:21]3[C:26](=[CH:25][CH:24]=[CH:23][C:22]=3[NH:28][C:29]([CH:31]3[CH2:32][CH2:33]3)=[O:30])[CH2:27]2)[CH2:15][C:16](=[O:17])[N:38]([CH3:39])[CH3:36])[CH:7]=[CH:8][C:9]=1[O:10][CH:11]([F:12])[F:13]. (6) Given the reactants O1C=CC=C1C(O)=O.[O:9]1[CH:13]=[CH:12][CH:11]=[C:10]1[C:14]1[N:15]=[C:16]([NH:28]C(C2OC=CC=2)=O)[S:17][C:18]=1[C:19]([CH:21]1[CH2:26][CH2:25][C:24](=[O:27])[CH2:23][CH2:22]1)=[O:20], predict the reaction product. The product is: [O:27]=[C:24]1[CH2:25][CH2:26][CH:21]([C:19]([C:18]2[S:17][C:16]([NH2:28])=[N:15][C:14]=2[C:10]2[O:9][CH:13]=[CH:12][CH:11]=2)=[O:20])[CH2:22][CH2:23]1.